From a dataset of Peptide-MHC class I binding affinity with 185,985 pairs from IEDB/IMGT. Regression. Given a peptide amino acid sequence and an MHC pseudo amino acid sequence, predict their binding affinity value. This is MHC class I binding data. (1) The peptide sequence is RTCKLLGINM. The MHC is Mamu-A01 with pseudo-sequence Mamu-A01. The binding affinity (normalized) is 0.418. (2) The peptide sequence is TMPKTSRPT. The binding affinity (normalized) is 0. The MHC is Mamu-A01 with pseudo-sequence Mamu-A01. (3) The peptide sequence is FHGVAKNPV. The MHC is HLA-A02:16 with pseudo-sequence HLA-A02:16. The binding affinity (normalized) is 0.0847. (4) The peptide sequence is GAGDFSHGW. The MHC is HLA-A11:01 with pseudo-sequence HLA-A11:01. The binding affinity (normalized) is 0.0847. (5) The binding affinity (normalized) is 0.703. The MHC is HLA-A30:01 with pseudo-sequence HLA-A30:01. The peptide sequence is PLYRLSPKK.